From a dataset of Peptide-MHC class II binding affinity with 134,281 pairs from IEDB. Regression. Given a peptide amino acid sequence and an MHC pseudo amino acid sequence, predict their binding affinity value. This is MHC class II binding data. The peptide sequence is RIFGRRSIPVNEALA. The MHC is DRB3_0202 with pseudo-sequence DRB3_0202. The binding affinity (normalized) is 0.510.